The task is: Predict the reactants needed to synthesize the given product.. This data is from Full USPTO retrosynthesis dataset with 1.9M reactions from patents (1976-2016). (1) Given the product [CH2:20]([NH:19][C@@H:10]([C@H:11]([C@@H:13]([C@@H:15]([CH2:17][OH:18])[OH:28])[OH:14])[OH:12])[CH:9]=[O:16])[C:21]1[CH:22]=[CH:23][CH:24]=[CH:25][CH:26]=1, predict the reactants needed to synthesize it. The reactants are: C(N[CH:9]1[O:16][C@H:15]([CH2:17][OH:18])[C@@H:13]([OH:14])[C@H:11]([OH:12])[C@@H:10]1[NH:19][CH2:20][C:21]1[CH:26]=[CH:25][CH:24]=[CH:23][CH:22]=1)C1C=CC=CC=1.C[OH:28]. (2) Given the product [CH2:26]([O:25][C:23]([C:21]1[S:17][N:16]=[C:15]([C:12]2[CH:11]=[CH:10][C:9]([O:8][CH2:1][C:2]3[CH:7]=[CH:6][CH:5]=[CH:4][CH:3]=3)=[CH:14][CH:13]=2)[N:22]=1)=[O:24])[CH3:27], predict the reactants needed to synthesize it. The reactants are: [CH2:1]([O:8][C:9]1[CH:14]=[CH:13][C:12]([C:15]2OC(=O)[S:17][N:16]=2)=[CH:11][CH:10]=1)[C:2]1[CH:7]=[CH:6][CH:5]=[CH:4][CH:3]=1.[C:21]([C:23]([O:25][CH2:26][CH3:27])=[O:24])#[N:22]. (3) Given the product [CH3:38][N:37]([CH3:39])[S:34]([C:30]1[CH:29]=[C:28]([NH:27][C:12]([C:11]2[CH:10]=[N:9][N:8]3[C:3]([C:2]([F:26])([F:25])[F:1])=[CH:4][C:5]([C:15]4[CH:20]=[CH:19][C:18]([C:21]([F:24])([F:22])[F:23])=[CH:17][CH:16]=4)=[N:6][C:7]=23)=[O:13])[CH:33]=[CH:32][CH:31]=1)(=[O:36])=[O:35], predict the reactants needed to synthesize it. The reactants are: [F:1][C:2]([F:26])([F:25])[C:3]1[N:8]2[N:9]=[CH:10][C:11]([C:12](O)=[O:13])=[C:7]2[N:6]=[C:5]([C:15]2[CH:20]=[CH:19][C:18]([C:21]([F:24])([F:23])[F:22])=[CH:17][CH:16]=2)[CH:4]=1.[NH2:27][C:28]1[CH:29]=[C:30]([S:34]([N:37]([CH3:39])[CH3:38])(=[O:36])=[O:35])[CH:31]=[CH:32][CH:33]=1. (4) The reactants are: [I:1][C:2]1[CH:3]=[N:4][NH:5][CH:6]=1.CS(O[CH:12]1[CH2:17][CH2:16][S:15](=[O:19])(=[O:18])[CH2:14][CH2:13]1)(=O)=O.C(=O)([O-])[O-].[Cs+].[Cs+].CC(C)([O-])C.[K+]. Given the product [I:1][C:2]1[CH:3]=[N:4][N:5]([CH:12]2[CH2:17][CH2:16][S:15](=[O:19])(=[O:18])[CH2:14][CH2:13]2)[CH:6]=1, predict the reactants needed to synthesize it. (5) Given the product [CH3:32][O:31][C:29](=[O:30])[CH2:28][CH2:27][CH2:26][CH2:25][CH2:24][N:9]([CH2:8][C:7]([O:6][C:2]([CH3:5])([CH3:4])[CH3:3])=[O:11])[CH3:10], predict the reactants needed to synthesize it. The reactants are: Cl.[C:2]([O:6][C:7](=[O:11])[CH2:8][NH:9][CH3:10])([CH3:5])([CH3:4])[CH3:3].C(=O)([O-])[O-].[K+].[K+].I([O-])(=O)=O.[Na+].Br[CH2:24][CH2:25][CH2:26][CH2:27][CH2:28][C:29]([O:31][CH3:32])=[O:30]. (6) Given the product [Cl:1][C:2]1[C:3]([F:9])=[C:4]([C:30]2([OH:33])[CH2:31][CH2:32][NH:27][CH2:28][CH2:29]2)[CH:5]=[CH:6][CH:7]=1, predict the reactants needed to synthesize it. The reactants are: [Cl:1][C:2]1[C:3]([F:9])=[C:4](I)[CH:5]=[CH:6][CH:7]=1.C([Mg]Cl)(C)C.O1CCCC1.C(OC([N:27]1[CH2:32][CH2:31][C:30](=[O:33])[CH2:29][CH2:28]1)=O)(C)(C)C.[Cl-].[NH4+].[OH-].[Na+]. (7) The reactants are: [CH3:1][O:2][C:3]1[C:12]([NH:13][C:14](=[O:18])OCC)=[N:11][C:10]2[C:5](=[CH:6][CH:7]=[C:8]([O:19][CH3:20])[CH:9]=2)[N:4]=1.[N:21]1[CH:26]=[CH:25][CH:24]=[N:23][C:22]=1[N:27]1[CH2:32][CH2:31][NH:30][CH2:29][CH2:28]1. Given the product [CH3:1][O:2][C:3]1[C:12]([NH:13][C:14]([N:30]2[CH2:31][CH2:32][N:27]([C:22]3[N:21]=[CH:26][CH:25]=[CH:24][N:23]=3)[CH2:28][CH2:29]2)=[O:18])=[N:11][C:10]2[C:5](=[CH:6][CH:7]=[C:8]([O:19][CH3:20])[CH:9]=2)[N:4]=1, predict the reactants needed to synthesize it.